The task is: Predict the product of the given reaction.. This data is from Forward reaction prediction with 1.9M reactions from USPTO patents (1976-2016). Given the reactants [Cl:1][C:2]1[CH:7]=[C:6]([Cl:8])[CH:5]=[CH:4][C:3]=1[CH2:9][CH2:10][O:11][C:12]1[CH:13]=[C:14]([CH:18]=[CH:19][C:20]=1[O:21][CH3:22])[C:15]([OH:17])=O.C(N1C=CN=C1)(N1C=CN=C1)=O.Cl.[NH2:36][CH2:37][CH:38]1[CH2:43][CH2:42][N:41]([C:44]([NH2:46])=[NH:45])[CH2:40][CH2:39]1.CS(C)=O, predict the reaction product. The product is: [C:44]([N:41]1[CH2:42][CH2:43][CH:38]([CH2:37][NH:36][C:15](=[O:17])[C:14]2[CH:18]=[CH:19][C:20]([O:21][CH3:22])=[C:12]([O:11][CH2:10][CH2:9][C:3]3[CH:4]=[CH:5][C:6]([Cl:8])=[CH:7][C:2]=3[Cl:1])[CH:13]=2)[CH2:39][CH2:40]1)(=[NH:45])[NH2:46].